Dataset: Retrosynthesis with 50K atom-mapped reactions and 10 reaction types from USPTO. Task: Predict the reactants needed to synthesize the given product. The reactants are: O=C1Cc2ccccc2N1.O=C1OCc2cc(CC3OCCO3)ccc21. Given the product O=C1Nc2ccccc2C1=C1OCc2cc(CC3OCCO3)ccc21, predict the reactants needed to synthesize it.